From a dataset of Reaction yield outcomes from USPTO patents with 853,638 reactions. Predict the reaction yield, written as a fraction of the theoretical maximum amount of product (1.0 means a 100% yield; for example, 0.34 means a 34% yield). (1) The reactants are [C:1]([O:5][C:6]([N:8]1[C:13]2[CH:14]=[C:15]([Cl:20])[C:16]([O:18][CH3:19])=[CH:17][C:12]=2[O:11][CH:10]([C:21]([OH:23])=O)[CH2:9]1)=[O:7])([CH3:4])([CH3:3])[CH3:2].CCN=C=NCCCN(C)C.C1C=CC2N(O)N=NC=2C=1.CCN(C(C)C)C(C)C.[F:54][C:55]1[CH:68]=[CH:67][C:58]([CH2:59][N:60]2[CH2:65][CH2:64][CH:63]([NH2:66])[CH2:62][CH2:61]2)=[CH:57][CH:56]=1. The catalyst is CN(C=O)C.O. The product is [C:1]([O:5][C:6]([N:8]1[C:13]2[CH:14]=[C:15]([Cl:20])[C:16]([O:18][CH3:19])=[CH:17][C:12]=2[O:11][CH:10]([C:21](=[O:23])[NH:66][CH:63]2[CH2:62][CH2:61][N:60]([CH2:59][C:58]3[CH:67]=[CH:68][C:55]([F:54])=[CH:56][CH:57]=3)[CH2:65][CH2:64]2)[CH2:9]1)=[O:7])([CH3:3])([CH3:2])[CH3:4]. The yield is 0.387. (2) The reactants are O[C:2]1[CH:3]=[C:4]([NH:8][C:9]2[N:14]=[C:13]([NH:15][C:16]3[CH:21]=[CH:20][CH:19]=[C:18](O)[CH:17]=3)[C:12]([F:23])=[CH:11][N:10]=2)[CH:5]=[CH:6][CH:7]=1.[NH2:24][C:25]1C=C(C=CC=1)C#N.Cl[C:34]1N=C(Cl)C(F)=C[N:35]=1. No catalyst specified. The product is [C:25]([C:2]1[CH:3]=[C:4]([NH:8][C:9]2[N:14]=[C:13]([NH:15][C:16]3[CH:21]=[CH:20][CH:19]=[C:18]([C:34]#[N:35])[CH:17]=3)[C:12]([F:23])=[CH:11][N:10]=2)[CH:5]=[CH:6][CH:7]=1)#[N:24]. The yield is 0.760. (3) The reactants are [CH3:1][Mg]Br.[CH2:4]1[C:19]2[C:14](=[CH:15][CH:16]=[CH:17][CH:18]=2)[C:12](=O)[C:11]2[C:6](=[CH:7][CH:8]=[CH:9][CH:10]=2)[CH2:5]1. The catalyst is C1COCC1. The product is [CH2:1]=[C:12]1[C:14]2[CH:15]=[CH:16][CH:17]=[CH:18][C:19]=2[CH2:4][CH2:5][C:6]2[CH:7]=[CH:8][CH:9]=[CH:10][C:11]1=2. The yield is 0.840. (4) The reactants are Br[C:2]1[CH:7]=[CH:6][N:5]=[C:4]([Cl:8])[CH:3]=1.[N:9]1([C:15]([O:17][C:18]([CH3:21])([CH3:20])[CH3:19])=[O:16])[CH2:14][CH2:13][NH:12][CH2:11][CH2:10]1.CC(C)([O-])C.[Na+]. The yield is 0.700. The catalyst is C1(C)C=CC=CC=1.C1(P(C2C=CC=CC=2)C2C3OC4C(=CC=CC=4P(C4C=CC=CC=4)C4C=CC=CC=4)C(C)(C)C=3C=CC=2)C=CC=CC=1. The product is [Cl:8][C:4]1[CH:3]=[C:2]([N:12]2[CH2:11][CH2:10][N:9]([C:15]([O:17][C:18]([CH3:21])([CH3:20])[CH3:19])=[O:16])[CH2:14][CH2:13]2)[CH:7]=[CH:6][N:5]=1. (5) The reactants are [OH:1][C:2]1[CH:9]=[CH:8][CH:7]=[CH:6][C:3]=1[C:4]#[N:5].C(=O)([O-])[O-].[K+].[K+].[CH2:16](Br)[CH3:17]. The catalyst is CC(C)=O. The product is [CH2:16]([O:1][C:2]1[CH:9]=[CH:8][CH:7]=[CH:6][C:3]=1[C:4]#[N:5])[CH3:17]. The yield is 0.970.